This data is from Forward reaction prediction with 1.9M reactions from USPTO patents (1976-2016). The task is: Predict the product of the given reaction. (1) Given the reactants [CH3:1][C:2]1[C:7]2[C:8]([C:11]3[CH:16]=[CH:15][C:14]([CH3:17])=[CH:13][CH:12]=3)=[CH:9][O:10][C:6]=2[C:5]([CH3:18])=[C:4]([CH3:19])[CH:3]=1, predict the reaction product. The product is: [CH3:1][C:2]1[C:7]2[CH:8]([C:11]3[CH:16]=[CH:15][C:14]([CH3:17])=[CH:13][CH:12]=3)[CH2:9][O:10][C:6]=2[C:5]([CH3:18])=[C:4]([CH3:19])[CH:3]=1. (2) The product is: [C:3](=[O:4])([OH:6])[O-:5].[C:7](=[O:10])([O-:8])[NH2:1].[NH4+:1]. Given the reactants [NH3:1].[NH4+].[C:3](=[O:6])([O-:5])[O-:4].[C:7](=[O:10])(O)[O-:8].C(=O)=O, predict the reaction product. (3) Given the reactants [Cl:1][C:2]1[CH:37]=[CH:36][C:5]([CH2:6][N:7]2[C:12]([NH:13][C:14]3[CH:19]=[CH:18][C:17]([O:20][CH:21]([CH3:23])[CH3:22])=[C:16]([F:24])[CH:15]=3)=[N:11][C:10]([O:25][CH2:26][CH2:27][O:28]C3CCCCO3)=[N:9][C:8]2=[O:35])=[CH:4][CH:3]=1.O.C1(C)C=CC(S(O)(=O)=O)=CC=1.C(=O)(O)[O-].[Na+], predict the reaction product. The product is: [Cl:1][C:2]1[CH:3]=[CH:4][C:5]([CH2:6][N:7]2[C:12]([NH:13][C:14]3[CH:19]=[CH:18][C:17]([O:20][CH:21]([CH3:23])[CH3:22])=[C:16]([F:24])[CH:15]=3)=[N:11][C:10]([O:25][CH2:26][CH2:27][OH:28])=[N:9][C:8]2=[O:35])=[CH:36][CH:37]=1. (4) Given the reactants NC1C=CC=CC=1.C(OC=[C:12]([C:18](OCC)=O)[C:13]([O:15][CH2:16][CH3:17])=[O:14])C.[C:23]([O-])(=O)[CH2:24][C:25]([O-:27])=[O:26].[CH2:30]([O:32][C:33]([C:35]1[C:44](=[O:45])[C:43]2[C:38](=[CH:39][CH:40]=[C:41]([C:46](=[O:48])[CH3:47])[CH:42]=2)[NH:37][CH:36]=1)=[O:34])[CH3:31].[F:49][C:50]1[CH:55]=[CH:54][C:53]([CH2:56]Br)=[CH:52][CH:51]=1.C(OCC)(=O)C(OCC)=[O:60].[O-]CC.[Na+], predict the reaction product. The product is: [CH2:30]([O:32][C:33]([C:35]1[C:44](=[O:45])[C:43]2[C:38](=[CH:39][CH:40]=[C:41]([C:46](=[O:48])[CH3:47])[CH:42]=2)[NH:37][CH:36]=1)=[O:34])[CH3:31].[C:25]([CH2:24][CH2:23][C:35]1[C:44](=[O:45])[C:43]2[C:38](=[CH:39][CH:40]=[C:41]([C:46](=[O:48])[CH2:18][C:12](=[O:60])[C:13]([O:15][CH2:16][CH3:17])=[O:14])[CH:42]=2)[N:37]([CH2:56][C:53]2[CH:54]=[CH:55][C:50]([F:49])=[CH:51][CH:52]=2)[CH:36]=1)([OH:27])=[O:26].